Dataset: Forward reaction prediction with 1.9M reactions from USPTO patents (1976-2016). Task: Predict the product of the given reaction. Given the reactants Br[C:2]1[C:3]([N:24]2[CH2:29][CH2:28][CH2:27][C@@H:26]([NH:30][C:31]([O:33][C:34]([CH3:37])([CH3:36])[CH3:35])=[O:32])[CH2:25]2)=[C:4]2[C:10]([NH:11][C:12](=[O:16])[CH:13]([CH3:15])[CH3:14])=[CH:9][N:8]([C:17]([O:19][C:20]([CH3:23])([CH3:22])[CH3:21])=[O:18])[C:5]2=[N:6][CH:7]=1.[CH:38]1(B(O)O)[CH2:40][CH2:39]1.[O-]P([O-])([O-])=O.[K+].[K+].[K+].P(C1CCCCC1)(C1CCCCC1)C1CCCCC1, predict the reaction product. The product is: [C:34]([O:33][C:31]([NH:30][C@@H:26]1[CH2:27][CH2:28][CH2:29][N:24]([C:3]2[C:2]([CH:38]3[CH2:40][CH2:39]3)=[CH:7][N:6]=[C:5]3[N:8]([C:17]([O:19][C:20]([CH3:23])([CH3:22])[CH3:21])=[O:18])[CH:9]=[C:10]([NH:11][C:12](=[O:16])[CH:13]([CH3:15])[CH3:14])[C:4]=23)[CH2:25]1)=[O:32])([CH3:37])([CH3:35])[CH3:36].